From a dataset of Forward reaction prediction with 1.9M reactions from USPTO patents (1976-2016). Predict the product of the given reaction. Given the reactants [CH3:1][O:2][C:3](=[O:21])[C:4]1[CH:9]=[C:8]([CH:10]([OH:12])[CH3:11])[C:7]([C:13]([F:16])([F:15])[F:14])=[CH:6][C:5]=1[NH:17]C(=O)C.O.[C:23]1(C)[CH:28]=CC(S(O)(=O)=O)=C[CH:24]=1, predict the reaction product. The product is: [CH3:1][O:2][C:3](=[O:21])[C:4]1[CH:9]=[C:8]([CH:10]([O:12][CH:23]([CH3:28])[CH3:24])[CH3:11])[C:7]([C:13]([F:14])([F:15])[F:16])=[CH:6][C:5]=1[NH2:17].